From a dataset of Retrosynthesis with 50K atom-mapped reactions and 10 reaction types from USPTO. Predict the reactants needed to synthesize the given product. (1) Given the product COC(=O)c1cc(OCCCN2CCCCC2)ccc1NC(=O)c1cccc(CCl)c1, predict the reactants needed to synthesize it. The reactants are: COC(=O)c1cc(OCCCN2CCCCC2)ccc1N.O=C(O)c1cccc(CCl)c1. (2) Given the product COc1cc(C)ccc1OCCCBr, predict the reactants needed to synthesize it. The reactants are: BrCCCBr.COc1cc(C)ccc1O.